This data is from Reaction yield outcomes from USPTO patents with 853,638 reactions. The task is: Predict the reaction yield, written as a fraction of the theoretical maximum amount of product (1.0 means a 100% yield; for example, 0.34 means a 34% yield). (1) The catalyst is CN(C=O)C.O. The yield is 0.491. The reactants are CCN(C(C)C)C(C)C.OC(C(F)(F)F)=O.[NH2:17][CH2:18][C:19]([N:21]1[CH2:26][CH2:25][N:24]([C:27](=[O:38])[C:28]2[CH:33]=[CH:32][CH:31]=[CH:30][C:29]=2[C:34]([F:37])([F:36])[F:35])[CH2:23][CH2:22]1)=[O:20].C1C=CC2N(O)N=NC=2C=1.CCN=C=NCCCN(C)C.Cl.[N+:61]([C:64]1[O:68][C:67]([C:69](O)=[O:70])=[CH:66][CH:65]=1)([O-:63])=[O:62]. The product is [O:20]=[C:19]([N:21]1[CH2:22][CH2:23][N:24]([C:27](=[O:38])[C:28]2[CH:33]=[CH:32][CH:31]=[CH:30][C:29]=2[C:34]([F:37])([F:35])[F:36])[CH2:25][CH2:26]1)[CH2:18][NH:17][C:69]([C:67]1[O:68][C:64]([N+:61]([O-:63])=[O:62])=[CH:65][CH:66]=1)=[O:70]. (2) The reactants are [CH3:1][O:2][C:3]1[CH:22]=[C:21]([N+:23]([O-])=O)[CH:20]=[CH:19][C:4]=1[O:5][CH2:6][C:7]([CH3:18])([O:9][CH2:10][O:11][CH2:12][CH2:13][Si:14]([CH3:17])([CH3:16])[CH3:15])[CH3:8]. The catalyst is [Pd]. The product is [CH3:1][O:2][C:3]1[CH:22]=[C:21]([CH:20]=[CH:19][C:4]=1[O:5][CH2:6][C:7]([CH3:18])([O:9][CH2:10][O:11][CH2:12][CH2:13][Si:14]([CH3:16])([CH3:15])[CH3:17])[CH3:8])[NH2:23]. The yield is 0.900.